From a dataset of Catalyst prediction with 721,799 reactions and 888 catalyst types from USPTO. Predict which catalyst facilitates the given reaction. (1) Reactant: Br[C:2]1[CH:3]=[N:4][CH:5]=[C:6]([Cl:13])[C:7]=1[C:8]([O:10][CH2:11][CH3:12])=[O:9].[CH2:14]([Zn]CC)[CH3:15]. Product: [Cl:13][C:6]1[C:7]([C:8]([O:10][CH2:11][CH3:12])=[O:9])=[C:2]([CH2:14][CH3:15])[CH:3]=[N:4][CH:5]=1. The catalyst class is: 12. (2) Reactant: [F:1][C:2]1[CH:7]=[CH:6][C:5]([C:8]2[N:13]=[C:12]3[N:14]([CH2:17][C:18]4[CH:23]=[CH:22][C:21]([O:24]C)=[CH:20][CH:19]=4)[CH:15]=[N:16][C:11]3=[N:10][CH:9]=2)=[CH:4][CH:3]=1.B(Br)(Br)Br. Product: [F:1][C:2]1[CH:7]=[CH:6][C:5]([C:8]2[N:13]=[C:12]3[N:14]([CH2:17][C:18]4[CH:23]=[CH:22][C:21]([OH:24])=[CH:20][CH:19]=4)[CH:15]=[N:16][C:11]3=[N:10][CH:9]=2)=[CH:4][CH:3]=1. The catalyst class is: 4. (3) Reactant: C(OC([N:8]1[CH2:11][CH:10]([NH:12][C:13]2[CH:14]=[C:15]3[C:24](=[CH:25][C:26]=2[CH:27]([CH3:32])[C:28]([F:31])([F:30])[F:29])[O:23][CH2:22][C:21]2[N:16]3[CH:17]([CH3:34])[C:18](=[O:33])[NH:19][N:20]=2)[CH2:9]1)=O)(C)(C)C.[C:35]([OH:41])([C:37]([F:40])([F:39])[F:38])=[O:36]. Product: [F:38][C:37]([F:40])([F:39])[C:35]([OH:41])=[O:36].[NH:8]1[CH2:9][CH:10]([NH:12][C:13]2[C:26]([CH:27]([CH3:32])[C:28]([F:31])([F:29])[F:30])=[CH:25][C:24]3[O:23][CH2:22][C:21]4=[N:20][NH:19][C:18](=[O:33])[CH:17]([CH3:34])[N:16]4[C:15]=3[CH:14]=2)[CH2:11]1. The catalyst class is: 2. (4) Reactant: [NH:1]1[CH2:5][CH2:4][CH2:3][CH2:2]1.[C:6]([C:10]1[O:14][N:13]=[C:12]([NH:15][C:16]([C@@H:18]2[CH2:23][CH2:22][CH2:21][CH2:20][N:19]2[C:24](=[O:27])[CH2:25]Cl)=[O:17])[CH:11]=1)([CH3:9])([CH3:8])[CH3:7]. Product: [C:6]([C:10]1[O:14][N:13]=[C:12]([NH:15][C:16]([C@@H:18]2[CH2:23][CH2:22][CH2:21][CH2:20][N:19]2[C:24](=[O:27])[CH2:25][N:1]2[CH2:5][CH2:4][CH2:3][CH2:2]2)=[O:17])[CH:11]=1)([CH3:9])([CH3:7])[CH3:8]. The catalyst class is: 456. (5) Reactant: [C:1]([O:5][CH3:6])(=[O:4])[CH2:2][OH:3].[H-].[Na+].Cl[C:10]1([C:21]2[CH:26]=[CH:25][CH:24]=[CH:23][C:22]=2[O:27][CH3:28])[C:18]2[C:13](=[CH:14][CH:15]=[C:16]([Cl:19])[CH:17]=2)[NH:12][C:11]1=[O:20].CCOC(C)=O. Product: [Cl:19][C:16]1[CH:17]=[C:18]2[C:13](=[CH:14][CH:15]=1)[NH:12][C:11](=[O:20])[C:10]2([O:3][CH2:2][C:1]([O:5][CH3:6])=[O:4])[C:21]1[CH:26]=[CH:25][CH:24]=[CH:23][C:22]=1[O:27][CH3:28]. The catalyst class is: 20. (6) Reactant: Br[CH2:2][C:3]([O:5][CH2:6][CH3:7])=[O:4].[CH3:8][C:9]([C:11]1[CH:16]=[C:15]([Br:17])[CH:14]=[CH:13][C:12]=1[OH:18])=[O:10].C(=O)([O-])[O-].[K+].[K+].O. Product: [C:9]([C:11]1[CH:16]=[C:15]([Br:17])[CH:14]=[CH:13][C:12]=1[O:18][CH2:2][C:3]([O:5][CH2:6][CH3:7])=[O:4])(=[O:10])[CH3:8]. The catalyst class is: 42.